Dataset: Full USPTO retrosynthesis dataset with 1.9M reactions from patents (1976-2016). Task: Predict the reactants needed to synthesize the given product. (1) Given the product [CH3:1][O:2][C:3]1[C:8]2[NH:9][C:10]([C:12]3[S:13][CH:14]=[CH:15][CH:16]=3)=[N:11][C:7]=2[C:6]([NH:41][C:30](=[O:29])[O:50][C:47]([CH3:49])([CH3:48])[CH3:46])=[CH:5][CH:4]=1, predict the reactants needed to synthesize it. The reactants are: [CH3:1][O:2][C:3]1[C:8]2[NH:9][C:10]([C:12]3[S:13][CH:14]=[CH:15][CH:16]=3)=[N:11][C:7]=2[C:6](C(O)=O)=[CH:5][CH:4]=1.P(N=[N+]=[N-])([O:29][C:30]1C=CC=CC=1)(OC1C=CC=CC=1)=O.C([N:41](CC)CC)C.[CH3:46][C:47]([OH:50])([CH3:49])[CH3:48]. (2) Given the product [N:17]1[CH:22]=[CH:21][CH:20]=[CH:19][C:18]=1[C:2]1[CH:3]=[CH:4][C:5]2[O:9][C:8]([C:10]([OH:12])=[O:11])=[CH:7][C:6]=2[CH:15]=1, predict the reactants needed to synthesize it. The reactants are: Br[C:2]1[CH:3]=[CH:4][C:5]2[O:9][C:8]([C:10]([O:12]CC)=[O:11])=[CH:7][C:6]=2[CH:15]=1.[Br-].[N:17]1[CH:22]=[CH:21][CH:20]=[CH:19][C:18]=1[Zn+]. (3) Given the product [NH2:20][C:16]1[CH:15]=[CH:14][CH:13]=[C:12]2[C:17]=1[CH:18]=[CH:19][N:10]([C@H:6]([CH:7]([CH3:9])[CH3:8])[C:5]([NH:4][CH:1]1[CH2:3][CH2:2]1)=[O:24])[C:11]2=[O:23], predict the reactants needed to synthesize it. The reactants are: [CH:1]1([NH:4][C:5](=[O:24])[C@H:6]([N:10]2[CH:19]=[CH:18][C:17]3[C:12](=[CH:13][CH:14]=[CH:15][C:16]=3[N+:20]([O-])=O)[C:11]2=[O:23])[CH:7]([CH3:9])[CH3:8])[CH2:3][CH2:2]1.CO. (4) Given the product [C:18]([O:17][C:15]([N:12]1[CH2:13][CH2:14][N:9]([C:4]2[CH:3]=[C:2]([F:1])[C:7]([C:29]([OH:31])=[O:30])=[CH:6][N:5]=2)[CH2:10][CH2:11]1)=[O:16])([CH3:21])([CH3:20])[CH3:19], predict the reactants needed to synthesize it. The reactants are: [F:1][C:2]1[C:7](I)=[CH:6][N:5]=[C:4]([N:9]2[CH2:14][CH2:13][N:12]([C:15]([O:17][C:18]([CH3:21])([CH3:20])[CH3:19])=[O:16])[CH2:11][CH2:10]2)[CH:3]=1.[Cl-].[Li+].C([Mg]Cl)(C)C.[C:29](=[O:31])=[O:30]. (5) Given the product [F:23][C:24]1[CH:29]=[CH:28][CH:27]=[CH:26][C:25]=1[CH2:30][C:31]([N:3]1[C:11]2[C:6](=[CH:7][C:8]([C:12]3[C:20]4[C:19]([NH2:21])=[N:18][CH:17]=[N:16][C:15]=4[N:14]([CH3:22])[CH:13]=3)=[CH:9][CH:10]=2)[CH2:5][CH2:4]1)=[O:32], predict the reactants needed to synthesize it. The reactants are: Cl.Cl.[NH:3]1[C:11]2[C:6](=[CH:7][C:8]([C:12]3[C:20]4[C:19]([NH2:21])=[N:18][CH:17]=[N:16][C:15]=4[N:14]([CH3:22])[CH:13]=3)=[CH:9][CH:10]=2)[CH2:5][CH2:4]1.[F:23][C:24]1[CH:29]=[CH:28][CH:27]=[CH:26][C:25]=1[CH2:30][C:31](O)=[O:32].CN(C(ON1N=NC2C=CC=NC1=2)=[N+](C)C)C.F[P-](F)(F)(F)(F)F.CCN(C(C)C)C(C)C. (6) Given the product [NH2:2][C:1](=[N:47][OH:48])[C:3]([CH3:40])([CH3:41])[CH2:4][NH:5][C:6]([C:8]1[S:9][C:10]([C:22]2[CH:27]=[CH:26][C:25]([C:28]([OH:37])([C:33]([F:36])([F:35])[F:34])[C:29]([F:30])([F:31])[F:32])=[C:24]([Cl:38])[C:23]=2[Cl:39])=[C:11]([C:13]([N:15]2[CH2:20][CH2:19][CH2:18][CH2:17][C@@H:16]2[CH3:21])=[O:14])[N:12]=1)=[O:7], predict the reactants needed to synthesize it. The reactants are: [C:1]([C:3]([CH3:41])([CH3:40])[CH2:4][NH:5][C:6]([C:8]1[S:9][C:10]([C:22]2[CH:27]=[CH:26][C:25]([C:28]([OH:37])([C:33]([F:36])([F:35])[F:34])[C:29]([F:32])([F:31])[F:30])=[C:24]([Cl:38])[C:23]=2[Cl:39])=[C:11]([C:13]([N:15]2[CH2:20][CH2:19][CH2:18][CH2:17][C@@H:16]2[CH3:21])=[O:14])[N:12]=1)=[O:7])#[N:2].CC[O-].[Na+].Cl.[NH2:47][OH:48].O.